Dataset: Catalyst prediction with 721,799 reactions and 888 catalyst types from USPTO. Task: Predict which catalyst facilitates the given reaction. (1) Reactant: [CH2:1]([N:8]1[C:12]2[N:13]=[C:14]([C:27]3[CH:32]=[CH:31][C:30]([F:33])=[C:29]([C:34]([O:36][CH3:37])=[O:35])[CH:28]=3)[CH:15]=[C:16]([C:17]([O:19]CC3C=CC=CC=3)=[O:18])[C:11]=2[CH:10]=[N:9]1)[C:2]1[CH:7]=[CH:6][CH:5]=[CH:4][CH:3]=1. Product: [CH2:1]([N:8]1[C:12]2[N:13]=[C:14]([C:27]3[CH:32]=[CH:31][C:30]([F:33])=[C:29]([C:34]([O:36][CH3:37])=[O:35])[CH:28]=3)[CH:15]=[C:16]([C:17]([OH:19])=[O:18])[C:11]=2[CH:10]=[N:9]1)[C:2]1[CH:7]=[CH:6][CH:5]=[CH:4][CH:3]=1. The catalyst class is: 65. (2) Reactant: C([O:8][C:9]([C:11]1[N:12]([CH3:34])[N:13]=[N:14][C:15]=1[C:16]1[CH:21]=[CH:20][C:19]([CH:22]2[CH2:27][CH2:26][CH:25]([CH2:28][C:29]([O:31][CH2:32][CH3:33])=[O:30])[CH2:24][CH2:23]2)=[CH:18][CH:17]=1)=[O:10])C1C=CC=CC=1.[H][H]. Product: [CH2:32]([O:31][C:29]([CH2:28][CH:25]1[CH2:24][CH2:23][CH:22]([C:19]2[CH:18]=[CH:17][C:16]([C:15]3[N:14]=[N:13][N:12]([CH3:34])[C:11]=3[C:9]([OH:10])=[O:8])=[CH:21][CH:20]=2)[CH2:27][CH2:26]1)=[O:30])[CH3:33]. The catalyst class is: 153. (3) Reactant: [H-].[Na+].[F:3][C:4]1[CH:5]=[C:6]([CH:13]=[CH:14][C:15]=1[N:16]([CH3:27])[C:17]1[N:22]=[CH:21][C:20]2[N:23]=[CH:24][N:25]([CH3:26])[C:19]=2[CH:18]=1)[CH2:7][NH:8][S:9]([CH3:12])(=[O:11])=[O:10].[CH3:28]I. Product: [F:3][C:4]1[CH:5]=[C:6]([CH:13]=[CH:14][C:15]=1[N:16]([CH3:27])[C:17]1[N:22]=[CH:21][C:20]2[N:23]=[CH:24][N:25]([CH3:26])[C:19]=2[CH:18]=1)[CH2:7][N:8]([CH3:28])[S:9]([CH3:12])(=[O:10])=[O:11]. The catalyst class is: 49. (4) Reactant: [Si]([O:8][CH2:9][C:10]1[N:15]=[C:14]([C:16]2[CH:21]=[C:20](Cl)[N:19]=[C:18]3[CH2:23][CH2:24][CH2:25][C:17]=23)[CH:13]=[N:12][CH:11]=1)(C(C)(C)C)(C)C.[OH:26][CH2:27][C:28]1[CH:29]=[C:30]([CH:33]=[CH:34][CH:35]=1)[C:31]#[N:32].O(C(C)(C)C)[Na]. Product: [OH:8][CH2:9][C:10]1[N:15]=[C:14]([C:16]2[CH:21]=[C:20]([O:26][CH2:27][C:28]3[CH:29]=[C:30]([CH:33]=[CH:34][CH:35]=3)[C:31]#[N:32])[N:19]=[C:18]3[CH2:23][CH2:24][CH2:25][C:17]=23)[CH:13]=[N:12][CH:11]=1. The catalyst class is: 102. (5) Reactant: Br[C:2]1[CH:3]=[C:4]([CH:11]=[C:12]([F:14])[CH:13]=1)[O:5][CH2:6][CH:7]([CH3:10])[CH2:8][OH:9].[CH3:15][C:16]1([CH3:32])[C:20]([CH3:22])([CH3:21])[O:19][B:18]([B:18]2[O:19][C:20]([CH3:22])([CH3:21])[C:16]([CH3:32])([CH3:15])[O:17]2)[O:17]1.C([O-])(=O)C.[K+]. Product: [F:14][C:12]1[CH:11]=[C:4]([CH:3]=[C:2]([B:18]2[O:19][C:20]([CH3:22])([CH3:21])[C:16]([CH3:32])([CH3:15])[O:17]2)[CH:13]=1)[O:5][CH2:6][CH:7]([CH3:10])[CH2:8][OH:9]. The catalyst class is: 12. (6) Reactant: [CH3:1][C:2]1[O:8][CH:7]=[CH:6][C:4](=[O:5])[C:3]=1[OH:9].C([O-])([O-])=O.[K+].[K+].Br[CH2:17][C:18]1[CH:23]=[CH:22][C:21]([B:24]2[O:32][C:29]([CH3:31])([CH3:30])[C:26]([CH3:28])([CH3:27])[O:25]2)=[CH:20][CH:19]=1. Product: [CH3:1][C:2]1[O:8][CH:7]=[CH:6][C:4](=[O:5])[C:3]=1[O:9][CH2:17][C:18]1[CH:19]=[CH:20][C:21]([B:24]2[O:25][C:26]([CH3:28])([CH3:27])[C:29]([CH3:31])([CH3:30])[O:32]2)=[CH:22][CH:23]=1. The catalyst class is: 10.